From a dataset of Full USPTO retrosynthesis dataset with 1.9M reactions from patents (1976-2016). Predict the reactants needed to synthesize the given product. The reactants are: [CH2:1]([CH:4]([CH2:15][CH:16]=[CH2:17])[CH2:5][O:6][SiH2:7][C:8]1[CH:13]=[CH:12][C:11](Br)=[CH:10][CH:9]=1)[CH:2]=[CH2:3].C([O-])([O-])=O.[K+].[K+].[C:24]1(B(O)O)[CH:29]=[CH:28][CH:27]=[CH:26][CH:25]=1. Given the product [CH2:1]([CH:4]([CH2:15][CH:16]=[CH2:17])[CH2:5][O:6][SiH2:7][C:8]1[CH:13]=[CH:12][C:11]([C:24]2[CH:29]=[CH:28][CH:27]=[CH:26][CH:25]=2)=[CH:10][CH:9]=1)[CH:2]=[CH2:3], predict the reactants needed to synthesize it.